This data is from Reaction yield outcomes from USPTO patents with 853,638 reactions. The task is: Predict the reaction yield, written as a fraction of the theoretical maximum amount of product (1.0 means a 100% yield; for example, 0.34 means a 34% yield). (1) The reactants are [CH2:1]([O:8][C:9]([NH:11][CH2:12][C:13]([OH:15])=O)=[O:10])[C:2]1[CH:7]=[CH:6][CH:5]=[CH:4][CH:3]=1.CN(C(ON1N=NC2C=CC=NC1=2)=[N+](C)C)C.F[P-](F)(F)(F)(F)F.CCN(C(C)C)C(C)C.[NH:49]1[CH2:55][CH2:54][CH2:53][CH2:52][CH2:51][CH2:50]1. The catalyst is ClCCl. The product is [CH2:1]([O:8][C:9](=[O:10])[NH:11][CH2:12][C:13]([N:49]1[CH2:55][CH2:54][CH2:53][CH2:52][CH2:51][CH2:50]1)=[O:15])[C:2]1[CH:3]=[CH:4][CH:5]=[CH:6][CH:7]=1. The yield is 0.790. (2) The reactants are [O:1]([C:8]1[CH:9]=[C:10]([CH:14]=[CH:15][CH:16]=1)[C:11]([OH:13])=O)[C:2]1[CH:7]=[CH:6][CH:5]=[CH:4][CH:3]=1.[N:17]([C@@H:20]1[C@H:24]2[O:25][CH2:26][C@H:27]([NH2:28])[C@H:23]2[O:22][CH2:21]1)=[N+:18]=[N-:19]. No catalyst specified. The product is [N:17]([C@@H:20]1[C@H:24]2[O:25][CH2:26][C@H:27]([NH:28][C:11](=[O:13])[C:10]3[CH:14]=[CH:15][CH:16]=[C:8]([O:1][C:2]4[CH:3]=[CH:4][CH:5]=[CH:6][CH:7]=4)[CH:9]=3)[C@H:23]2[O:22][CH2:21]1)=[N+:18]=[N-:19]. The yield is 0.478. (3) The reactants are [Cl:1][C:2]1[CH:7]=[CH:6][C:5]([S:8][C:9]2[CH:14]=[CH:13][CH:12]=[CH:11][C:10]=2[F:15])=[CH:4][N:3]=1.[OH:16]OS([O-])=O.[K+].C(=O)(O)[O-].[Na+].[OH2:27]. The catalyst is CO. The product is [Cl:1][C:2]1[CH:7]=[CH:6][C:5]([S:8]([C:9]2[CH:14]=[CH:13][CH:12]=[CH:11][C:10]=2[F:15])(=[O:16])=[O:27])=[CH:4][N:3]=1. The yield is 0.860. (4) The product is [C:4]([O:3][C:1]([N:8]1[CH2:16][C@H:14]([OH:15])[CH2:13][C@H:9]1[C:10]([N:17]1[CH2:22][CH2:21][CH2:20][CH2:19][CH2:18]1)=[O:12])=[O:2])([CH3:5])([CH3:6])[CH3:7]. The yield is 0.750. The catalyst is C(Cl)Cl. The reactants are [C:1]([N:8]1[CH2:16][C@H:14]([OH:15])[CH2:13][C@H:9]1[C:10]([OH:12])=O)([O:3][C:4]([CH3:7])([CH3:6])[CH3:5])=[O:2].[NH:17]1[CH2:22][CH2:21][CH2:20][CH2:19][CH2:18]1.CN1CCOCC1.[B-](F)(F)(F)F.CN(C(ON1C(=O)C=CC=C1)=[N+](C)C)C. (5) The reactants are [C:1]1([NH:7][C:8]([NH:10][NH2:11])=[O:9])[CH:6]=[CH:5][CH:4]=[CH:3][CH:2]=1.[F:12][C:13]1[CH:22]=[C:21]2[C:16]([CH:17]=[CH:18][CH:19]=[N:20]2)=[CH:15][C:14]=1[CH2:23][C:24]1[N:28]2[N:29]=[C:30]([C:33](=O)[CH3:34])[CH:31]=[CH:32][C:27]2=[N:26][CH:25]=1. No catalyst specified. The product is [F:12][C:13]1[CH:22]=[C:21]2[C:16]([CH:17]=[CH:18][CH:19]=[N:20]2)=[CH:15][C:14]=1[CH2:23][C:24]1[N:28]2[N:29]=[C:30](/[C:33](=[N:11]/[NH:10][C:8]([NH:7][C:1]3[CH:2]=[CH:3][CH:4]=[CH:5][CH:6]=3)=[O:9])/[CH3:34])[CH:31]=[CH:32][C:27]2=[N:26][CH:25]=1. The yield is 0.360. (6) The reactants are [OH:1][C:2]1[CH:7]=[CH:6][C:5]([CH2:8][C:9]([OH:11])=[O:10])=[CH:4][CH:3]=1.[C:12](OC(O[C:12]([CH3:15])([CH3:14])[CH3:13])N(C)C)([CH3:15])([CH3:14])[CH3:13].C(OCC)(=O)C. The catalyst is C1(C)C=CC=CC=1.CCCCCC. The product is [C:12]([O:10][C:9](=[O:11])[CH2:8][C:5]1[CH:4]=[CH:3][C:2]([OH:1])=[CH:7][CH:6]=1)([CH3:15])([CH3:14])[CH3:13]. The yield is 0.560. (7) The reactants are [C:1]([O:5][C:6]([NH:8][C:9]1([C@H:12]2[CH2:16][N:15]([C@H:17]([C:19]3[CH:24]=[CH:23][CH:22]=[CH:21][CH:20]=3)[CH3:18])[C:14](=O)[CH2:13]2)[CH2:11][CH2:10]1)=[O:7])([CH3:4])([CH3:3])[CH3:2].C(=O)([O-])[O-].[K+].[K+]. The catalyst is O1CCCC1. The product is [C:1]([O:5][C:6]([NH:8][C:9]1([C@@H:12]2[CH2:13][CH2:14][N:15]([C@H:17]([C:19]3[CH:20]=[CH:21][CH:22]=[CH:23][CH:24]=3)[CH3:18])[CH2:16]2)[CH2:10][CH2:11]1)=[O:7])([CH3:2])([CH3:3])[CH3:4]. The yield is 0.820. (8) The reactants are C([N-]C(C)C)(C)C.[Li+].[CH2:9]([O:11][C:12](=[O:23])[CH2:13][C:14]1[CH:19]=[CH:18][C:17]([N+:20]([O-:22])=[O:21])=[CH:16][CH:15]=1)[CH3:10].I[CH2:25][CH:26]1[CH2:30][CH2:29][CH2:28][CH2:27]1. The catalyst is O1CCCC1.CN(C)P(N(C)C)(N(C)C)=O.CN(C)P(N(C)C)(N(C)C)=O. The product is [CH2:9]([O:11][C:12](=[O:23])[CH:13]([C:14]1[CH:19]=[CH:18][C:17]([N+:20]([O-:22])=[O:21])=[CH:16][CH:15]=1)[CH2:25][CH:26]1[CH2:30][CH2:29][CH2:28][CH2:27]1)[CH3:10]. The yield is 0.772. (9) The reactants are [NH2:1][C:2]1[CH:10]=[CH:9][CH:8]=[C:7]([F:11])[C:3]=1[C:4]([OH:6])=O.N1[CH:16]=[CH:15]N=C1.C(Cl)(=O)C.Cl.[NH2:22][CH:23]1[CH2:28][CH2:27][C:26](=[O:29])[NH:25][C:24]1=[O:30].P(OC1C=CC=CC=1)(OC1C=CC=CC=1)OC1C=CC=CC=1. The catalyst is C(#N)C.CO.O. The product is [F:11][C:7]1[CH:8]=[CH:9][CH:10]=[C:2]2[C:3]=1[C:4](=[O:6])[N:22]([CH:23]1[CH2:28][CH2:27][C:26](=[O:29])[NH:25][C:24]1=[O:30])[C:15]([CH3:16])=[N:1]2. The yield is 0.780. (10) The reactants are [CH3:1][O:2][C:3]1[CH:8]=[CH:7][C:6]([CH2:9][CH:10]([NH:12][CH2:13][C:14]2[CH:19]=[CH:18][CH:17]=[CH:16][CH:15]=2)[CH3:11])=[CH:5][CH:4]=1.C(O)(=O)[C@@H](C1C=CC=CC=1)O. No catalyst specified. The product is [CH3:1][O:2][C:3]1[CH:4]=[CH:5][C:6]([CH2:9][C@@H:10]([NH:12][CH2:13][C:14]2[CH:19]=[CH:18][CH:17]=[CH:16][CH:15]=2)[CH3:11])=[CH:7][CH:8]=1. The yield is 0.440.